From a dataset of Forward reaction prediction with 1.9M reactions from USPTO patents (1976-2016). Predict the product of the given reaction. Given the reactants [CH:1]1([N:4]2[C:13]3[C:8](=[CH:9][C:10]([F:19])=[C:11](F)[C:12]=3[O:14][CH:15]([F:17])[F:16])[C:7](=[O:20])[NH:6][C:5]2=[O:21])[CH2:3][CH2:2]1.[NH:22]1[CH2:26][CH2:25][C@@H:24]([C:27]2([NH2:30])[CH2:29][CH2:28]2)[CH2:23]1, predict the reaction product. The product is: [NH2:30][C:27]1([C@@H:24]2[CH2:25][CH2:26][N:22]([C:11]3[C:12]([O:14][CH:15]([F:17])[F:16])=[C:13]4[C:8]([C:7](=[O:20])[NH:6][C:5](=[O:21])[N:4]4[CH:1]4[CH2:3][CH2:2]4)=[CH:9][C:10]=3[F:19])[CH2:23]2)[CH2:29][CH2:28]1.